From a dataset of Reaction yield outcomes from USPTO patents with 853,638 reactions. Predict the reaction yield, written as a fraction of the theoretical maximum amount of product (1.0 means a 100% yield; for example, 0.34 means a 34% yield). The reactants are [CH2:1]([NH:5][CH2:6][CH2:7][CH2:8][O:9][C:10]1[CH:11]=[C:12]([CH2:26][NH:27][CH2:28][CH2:29][CH2:30][NH:31][CH2:32][CH2:33][CH2:34][NH2:35])[CH:13]=[C:14]([CH2:16][NH:17][CH2:18][CH2:19][CH2:20][NH:21][CH2:22][CH2:23][CH2:24][NH2:25])[CH:15]=1)[CH:2]([CH3:4])[CH3:3].[ClH:36]. No catalyst specified. The product is [Cl-:36].[CH2:1]([NH2+:5][CH2:6][CH2:7][CH2:8][O:9][C:10]1[CH:15]=[C:14]([CH2:16][NH2+:17][CH2:18][CH2:19][CH2:20][NH2+:21][CH2:22][CH2:23][CH2:24][NH3+:25])[CH:13]=[C:12]([CH2:26][NH2+:27][CH2:28][CH2:29][CH2:30][NH2+:31][CH2:32][CH2:33][CH2:34][NH3+:35])[CH:11]=1)[CH:2]([CH3:3])[CH3:4].[Cl-:36].[Cl-:36].[Cl-:36].[Cl-:36].[Cl-:36].[Cl-:36]. The yield is 0.430.